Dataset: Forward reaction prediction with 1.9M reactions from USPTO patents (1976-2016). Task: Predict the product of the given reaction. (1) The product is: [F:7][C:8]1[C:13]([C:18]2[O:36][C:21]3[N:22]=[CH:23][N:24]=[C:25]([NH:26][CH2:27][CH2:28][CH2:29][CH2:30][CH2:31][C:32]([O:34][CH3:35])=[O:33])[C:20]=3[C:19]=2[C:37]2[CH:42]=[CH:41][C:40]([O:43][CH3:44])=[CH:39][CH:38]=2)=[CH:12][CH:11]=[CH:10][N:9]=1. Given the reactants C(=O)([O-])[O-].[Na+].[Na+].[F:7][C:8]1[C:13](B(O)O)=[CH:12][CH:11]=[CH:10][N:9]=1.Br[C:18]1[O:36][C:21]2[N:22]=[CH:23][N:24]=[C:25]([NH:26][CH2:27][CH2:28][CH2:29][CH2:30][CH2:31][C:32]([O:34][CH3:35])=[O:33])[C:20]=2[C:19]=1[C:37]1[CH:42]=[CH:41][C:40]([O:43][CH3:44])=[CH:39][CH:38]=1, predict the reaction product. (2) The product is: [CH3:18][O:7][CH2:6][C:5]1[CH:8]=[CH:9][CH:10]=[CH:11][C:4]=1[N+:1]([O-:3])=[O:2]. Given the reactants [N+:1]([C:4]1[CH:11]=[CH:10][CH:9]=[CH:8][C:5]=1[CH2:6][OH:7])([O-:3])=[O:2].[OH-].[Na+].S(OC)(O[CH3:18])(=O)=O, predict the reaction product.